The task is: Regression. Given a peptide amino acid sequence and an MHC pseudo amino acid sequence, predict their binding affinity value. This is MHC class I binding data.. This data is from Peptide-MHC class I binding affinity with 185,985 pairs from IEDB/IMGT. The binding affinity (normalized) is 0.157. The MHC is HLA-A68:01 with pseudo-sequence HLA-A68:01. The peptide sequence is IVPEFAKQY.